From a dataset of Catalyst prediction with 721,799 reactions and 888 catalyst types from USPTO. Predict which catalyst facilitates the given reaction. (1) Reactant: [NH2:1][C:2]1[CH:3]=[CH:4][C:5]([CH3:26])=[C:6]([C:8]([C:10]2[CH:15]=[CH:14][C:13]([NH:16][C:17]3[CH:22]=[CH:21][C:20]([F:23])=[CH:19][C:18]=3[F:24])=[CH:12][C:11]=2[Cl:25])=[O:9])[CH:7]=1.[CH2:27]([N:31]=[C:32]=[O:33])[CH2:28][CH2:29][CH3:30]. Product: [CH2:27]([NH:31][C:32]([NH:1][C:2]1[CH:3]=[CH:4][C:5]([CH3:26])=[C:6]([C:8](=[O:9])[C:10]2[CH:15]=[CH:14][C:13]([NH:16][C:17]3[CH:22]=[CH:21][C:20]([F:23])=[CH:19][C:18]=3[F:24])=[CH:12][C:11]=2[Cl:25])[CH:7]=1)=[O:33])[CH2:28][CH2:29][CH3:30]. The catalyst class is: 12. (2) Reactant: [CH3:1][N:2]1[C:10]2[C:5](=[CH:6][C:7]([C:11]#[N:12])=[CH:8][CH:9]=2)[CH:4]=[C:3]1[C:13]([F:16])([F:15])[F:14].N. Product: [CH3:1][N:2]1[C:10]2[C:5](=[CH:6][C:7]([CH2:11][NH2:12])=[CH:8][CH:9]=2)[CH:4]=[C:3]1[C:13]([F:14])([F:15])[F:16]. The catalyst class is: 94. (3) Reactant: CN(C)/[CH:3]=[CH:4]/[C:5]([C:7]1[C:8]([C:21]2[CH:26]=[CH:25][C:24]([O:27][CH3:28])=[CH:23][CH:22]=2)=[N:9][N:10]2[C:15]([N:16]3[CH2:20][CH2:19][CH2:18][CH2:17]3)=[CH:14][CH:13]=[CH:12][C:11]=12)=O.S(O)(O)(=O)=O.[NH2:35][C:36]([NH2:38])=[NH:37].C(=O)([O-])[O-].[K+].[K+].C(OCC)(=O)C. Product: [CH3:28][O:27][C:24]1[CH:23]=[CH:22][C:21]([C:8]2[C:7]([C:5]3[CH:4]=[CH:3][N:35]=[C:36]([NH2:38])[N:37]=3)=[C:11]3[CH:12]=[CH:13][CH:14]=[C:15]([N:16]4[CH2:20][CH2:19][CH2:18][CH2:17]4)[N:10]3[N:9]=2)=[CH:26][CH:25]=1. The catalyst class is: 35. (4) Reactant: [Cl:1][C:2]1[CH:7]=[CH:6][N:5]=[C:4]([CH:8]([NH:10][C:11]2[O:12][C:13]3[C:19]([O:20][CH3:21])=[CH:18][C:17]([C:22]([OH:24])=O)=[CH:16][C:14]=3[N:15]=2)[CH3:9])[CH:3]=1.[CH3:25][C:26]1([CH2:33][CH:34]([OH:36])[CH3:35])[O:31][CH2:30][C@@H:29]([CH3:32])[NH:28][CH2:27]1.C(N(CC)C(C)C)(C)C.CN(C(ON1N=NC2C=CC=NC1=2)=[N+](C)C)C.F[P-](F)(F)(F)(F)F. The catalyst class is: 9. Product: [Cl:1][C:2]1[CH:7]=[CH:6][N:5]=[C:4]([CH:8]([NH:10][C:11]2[O:12][C:13]3[C:19]([O:20][CH3:21])=[CH:18][C:17]([C:22]([N:28]4[C@H:29]([CH3:32])[CH2:30][O:31][C:26]([CH2:33][CH:34]([OH:36])[CH3:35])([CH3:25])[CH2:27]4)=[O:24])=[CH:16][C:14]=3[N:15]=2)[CH3:9])[CH:3]=1. (5) Reactant: [C:1]([O:4][C:5]1[CH:15]=[CH:14][CH:13]=[CH:12][C:6]=1[C:7]([O:9][CH2:10]Cl)=[O:8])(=[O:3])[CH3:2].[N+:16]([O:19][CH:20]([CH2:32][O:33][N+:34]([O-:36])=[O:35])[CH2:21][S:22][C:23]1[CH:31]=[CH:30][C:26]([C:27]([OH:29])=[O:28])=[CH:25][CH:24]=1)([O-:18])=[O:17].CCN(CC)CC. Product: [C:1]([O:4][C:5]1[CH:15]=[CH:14][CH:13]=[CH:12][C:6]=1[C:7]([O:9][CH2:10][O:29][C:27](=[O:28])[C:26]1[CH:25]=[CH:24][C:23]([S:22][CH2:21][CH:20]([O:19][N+:16]([O-:18])=[O:17])[CH2:32][O:33][N+:34]([O-:36])=[O:35])=[CH:31][CH:30]=1)=[O:8])(=[O:3])[CH3:2]. The catalyst class is: 18.